From a dataset of Peptide-MHC class II binding affinity with 134,281 pairs from IEDB. Regression. Given a peptide amino acid sequence and an MHC pseudo amino acid sequence, predict their binding affinity value. This is MHC class II binding data. (1) The peptide sequence is TPEAKFDSFVASLTE. The MHC is DRB1_1302 with pseudo-sequence DRB1_1302. The binding affinity (normalized) is 0.386. (2) The peptide sequence is YDKFLANVSTVLTPK. The MHC is DRB1_0101 with pseudo-sequence DRB1_0101. The binding affinity (normalized) is 0.976. (3) The peptide sequence is GAQLGELYYAIYKAS. The MHC is HLA-DPA10103-DPB10401 with pseudo-sequence HLA-DPA10103-DPB10401. The binding affinity (normalized) is 0.728. (4) The peptide sequence is MHCQTTLKYAIKTGHPRYFN. The binding affinity (normalized) is 0. The MHC is HLA-DQA10301-DQB10302 with pseudo-sequence HLA-DQA10301-DQB10302. (5) The MHC is DRB1_1501 with pseudo-sequence DRB1_1501. The peptide sequence is VAKVKIKPLEDKILV. The binding affinity (normalized) is 0.528. (6) The peptide sequence is RQIRMAKLLGRDPEQS. The MHC is DRB1_0301 with pseudo-sequence DRB1_0301. The binding affinity (normalized) is 0.413. (7) The MHC is HLA-DQA10501-DQB10201 with pseudo-sequence HLA-DQA10501-DQB10201. The binding affinity (normalized) is 0.529. The peptide sequence is GVAGLLVALAV. (8) The peptide sequence is WSEIQTLKPNLIGPF. The MHC is HLA-DQA10301-DQB10302 with pseudo-sequence HLA-DQA10301-DQB10302. The binding affinity (normalized) is 0.170. (9) The peptide sequence is CGLIGLVTFLLLCGR. The MHC is DRB1_0101 with pseudo-sequence DRB1_0101. The binding affinity (normalized) is 0.793.